This data is from Full USPTO retrosynthesis dataset with 1.9M reactions from patents (1976-2016). The task is: Predict the reactants needed to synthesize the given product. (1) Given the product [ClH:21].[CH3:20][C:15]1[C:14]([NH:11][C:12](=[O:13])[O:9][CH2:8][C:6]2[CH:5]=[C:4]([CH3:10])[N:3]=[C:2]([CH3:1])[CH:7]=2)=[C:18]([CH3:19])[O:17][N:16]=1, predict the reactants needed to synthesize it. The reactants are: [CH3:1][C:2]1[CH:7]=[C:6]([CH2:8][OH:9])[CH:5]=[C:4]([CH3:10])[N:3]=1.[N:11]([C:14]1[C:15]([CH3:20])=[N:16][O:17][C:18]=1[CH3:19])=[C:12]=[O:13].[ClH:21].O1CCOCC1. (2) Given the product [Cl:1][C:2]1[C:10]2[N:9]=[C:8]3[N:11]([C:15]4[CH:20]=[CH:19][C:18]([Cl:21])=[CH:17][C:16]=4[Cl:22])[CH2:12][CH2:13][CH2:14][N:7]3[C:6]=2[C:5]([CH:23]([CH2:30][CH3:31])[CH2:24][C:25]([O:27][CH2:28][CH3:29])=[O:26])=[CH:4][CH:3]=1, predict the reactants needed to synthesize it. The reactants are: [Cl:1][C:2]1[C:10]2[N:9]=[C:8]3[N:11]([C:15]4[CH:20]=[CH:19][C:18]([Cl:21])=[CH:17][C:16]=4[Cl:22])[CH2:12][CH2:13][CH2:14][N:7]3[C:6]=2[C:5](/[CH:23]=[CH:24]/[C:25]([O:27][CH2:28][CH3:29])=[O:26])=[CH:4][CH:3]=1.[CH2:30]([Mg]Br)[CH3:31].[Cl-].[NH4+]. (3) Given the product [C:42]([O:46][C:47](=[O:48])[NH:49][C@@H:50]([CH2:54][S:55][S:56][C:57]([CH3:60])([CH3:59])[CH3:58])[C:51]([NH:32][CH2:25][C:26]1[CH:31]=[CH:30][CH:29]=[CH:28][CH:27]=1)=[O:52])([CH3:44])([CH3:45])[CH3:43], predict the reactants needed to synthesize it. The reactants are: F[P-](F)(F)(F)(F)F.N1(OC(N(C)C)=[N+](C)C)C2N=CC=CC=2N=N1.[CH2:25]([NH2:32])[C:26]1[CH:31]=[CH:30][CH:29]=[CH:28][CH:27]=1.C(N(CC)C(C)C)(C)C.[C:42]([O:46][C:47]([NH:49][C@@H:50]([CH2:54][S:55][S:56][C:57]([CH3:60])([CH3:59])[CH3:58])[C:51](O)=[O:52])=[O:48])([CH3:45])([CH3:44])[CH3:43]. (4) Given the product [CH:1]1([C@@H:7]([NH:9][C:10]([C:12]2[C:21]3[C:16](=[CH:17][CH:18]=[CH:19][CH:20]=3)[N:15]=[C:14]([C:22]3[CH:27]=[CH:26][CH:25]=[CH:24][CH:23]=3)[C:13]=2[CH2:28][N:29]2[CH2:30][CH2:31][N:32]([C:35](=[N:38][S:39]([CH3:42])(=[O:41])=[O:40])[N:43]3[CH2:47][CH2:46][CH2:45][CH2:44]3)[CH2:33][CH2:34]2)=[O:11])[CH3:8])[CH2:2][CH2:3][CH2:4][CH2:5][CH2:6]1, predict the reactants needed to synthesize it. The reactants are: [CH:1]1([C@@H:7]([NH:9][C:10]([C:12]2[C:21]3[C:16](=[CH:17][CH:18]=[CH:19][CH:20]=3)[N:15]=[C:14]([C:22]3[CH:27]=[CH:26][CH:25]=[CH:24][CH:23]=3)[C:13]=2[CH2:28][N:29]2[CH2:34][CH2:33][N:32]([C:35](=[N:38][S:39]([CH3:42])(=[O:41])=[O:40])SC)[CH2:31][CH2:30]2)=[O:11])[CH3:8])[CH2:6][CH2:5][CH2:4][CH2:3][CH2:2]1.[NH:43]1[CH2:47][CH2:46][CH2:45][CH2:44]1. (5) Given the product [NH2:2][C:1]([C:3]1[C:7]([CH3:8])=[C:6]([C:9]2[CH:10]=[CH:11][N:12]=[CH:13][CH:14]=2)[NH:5][C:4]=1[C:15]1[CH:20]=[CH:19][N:18]=[CH:17][CH:16]=1)=[O:22], predict the reactants needed to synthesize it. The reactants are: [C:1]([C:3]1[C:7]([CH3:8])=[C:6]([C:9]2[CH:14]=[CH:13][N:12]=[CH:11][CH:10]=2)[NH:5][C:4]=1[C:15]1[CH:20]=[CH:19][N:18]=[CH:17][CH:16]=1)#[N:2].C([O-])(O)=[O:22].[Na+]. (6) Given the product [CH2:16]([O:26][C:27]1[CH:34]=[CH:33][C:30]([CH2:31][NH2:32])=[CH:29][CH:28]=1)[CH2:17][CH2:18][CH2:19][CH2:20][CH2:21][CH2:22][CH2:23][CH2:24][CH3:25], predict the reactants needed to synthesize it. The reactants are: C(OC1C=CC(CN)=CC=1)CCCCC.[CH2:16]([O:26][C:27]1[CH:34]=[CH:33][C:30]([C:31]#[N:32])=[CH:29][CH:28]=1)[CH2:17][CH2:18][CH2:19][CH2:20][CH2:21][CH2:22][CH2:23][CH2:24][CH3:25].[H-].[H-].[H-].[H-].[Li+].[Al+3]. (7) Given the product [CH3:69][O:68][C:66](=[O:67])[NH:65][CH:61]([C:60]([N:56]1[CH2:57][CH2:58][CH2:59][CH:55]1[C:52]1[NH:53][CH:54]=[C:50]([C:45]2[CH:44]=[CH:43][C:42]3[C:47](=[CH:48][CH:49]=[C:40]([C:37]4[CH:38]=[CH:39][C:34]([C:31]5[NH:30][C:29]([CH:19]6[CH2:18][C:17](=[O:16])[CH2:21][N:20]6[C:7](=[O:9])[CH:6]([N:5]([CH3:3])[CH3:72])[C:10]6[CH:11]=[CH:12][CH:13]=[CH:14][CH:15]=6)=[N:33][CH:32]=5)=[CH:35][CH:36]=4)[CH:41]=3)[CH:46]=2)[N:51]=1)=[O:70])[CH:62]([CH3:64])[CH3:63], predict the reactants needed to synthesize it. The reactants are: CO[C:3]([NH:5][C@H:6]([C:10]1[CH:15]=[CH:14][CH:13]=[CH:12][CH:11]=1)[C:7]([OH:9])=O)=O.[OH:16][C@@H:17]1[CH2:21][N:20](C(OC(C)(C)C)=O)[C@H:19]([C:29]2[NH:30][C:31]([C:34]3[CH:39]=[CH:38][C:37]([C:40]4[CH:49]=[CH:48][C:47]5[C:42](=[CH:43][CH:44]=[C:45]([C:50]6[N:51]=[C:52]([C@@H:55]7[CH2:59][CH2:58][CH2:57][N:56]7[C:60](=[O:70])[C@@H:61]([NH:65][C:66]([O:68][CH3:69])=[O:67])[CH:62]([CH3:64])[CH3:63])[NH:53][CH:54]=6)[CH:46]=5)[CH:41]=4)=[CH:36][CH:35]=3)=[CH:32][N:33]=2)[CH2:18]1.O[C@@H:72]1CN(C(=O)[C@@H](NC(OC)=O)C(C)C)[C@H](C2NC=C(C3C=CC(C4C=C5C(=CC=4)C=C(C4NC([C@@H]6CCCN6C(OC(C)(C)C)=O)=NC=4)C=C5)=CC=3)N=2)C1. (8) Given the product [N+:9]([C:5]1[CH:4]=[CH:3][C:2]([C:19]#[C:18][C:12]2[CH:17]=[CH:16][CH:15]=[CH:14][CH:13]=2)=[CH:7][C:6]=1[NH2:8])([O-:11])=[O:10], predict the reactants needed to synthesize it. The reactants are: Br[C:2]1[CH:3]=[CH:4][C:5]([N+:9]([O-:11])=[O:10])=[C:6]([NH2:8])[CH:7]=1.[C:12]1([C:18]#[CH:19])[CH:17]=[CH:16][CH:15]=[CH:14][CH:13]=1. (9) The reactants are: [NH2:1][C:2]1[N:7]=[C:6]([N:8]2[C@H:13]([CH3:14])[CH2:12][CH2:11][C@H:10]([C:15]([NH:17][CH2:18][C:19]3[CH:24]=[CH:23][C:22]([CH3:25])=[CH:21][CH:20]=3)=[O:16])[CH2:9]2)[CH:5]=[C:4]([C:26]2[CH:31]=[CH:30][C:29]([C:32]#[N:33])=[C:28](F)[CH:27]=2)[N:3]=1.CCO.CCN(C(C)C)C(C)C.[NH2:47][NH2:48]. Given the product [NH2:1][C:2]1[N:7]=[C:6]([N:8]2[C@H:13]([CH3:14])[CH2:12][CH2:11][C@H:10]([C:15]([NH:17][CH2:18][C:19]3[CH:24]=[CH:23][C:22]([CH3:25])=[CH:21][CH:20]=3)=[O:16])[CH2:9]2)[CH:5]=[C:4]([C:26]2[CH:27]=[C:28]3[C:29]([C:32]([NH2:33])=[N:47][NH:48]3)=[CH:30][CH:31]=2)[N:3]=1, predict the reactants needed to synthesize it.